From a dataset of Full USPTO retrosynthesis dataset with 1.9M reactions from patents (1976-2016). Predict the reactants needed to synthesize the given product. (1) Given the product [Br:2][C:3]1[C:4]([F:23])=[CH:5][C:6]([N+:20]([O-:22])=[O:21])=[C:7]([O:9][C:10]2[C:15]([F:16])=[C:14]([CH2:17][NH2:1])[CH:13]=[CH:12][C:11]=2[Cl:19])[CH:8]=1, predict the reactants needed to synthesize it. The reactants are: [NH3:1].[Br:2][C:3]1[C:4]([F:23])=[CH:5][C:6]([N+:20]([O-:22])=[O:21])=[C:7]([O:9][C:10]2[C:15]([F:16])=[C:14]([CH2:17]Br)[CH:13]=[CH:12][C:11]=2[Cl:19])[CH:8]=1. (2) Given the product [C:8]([C:7]1[CH:6]=[CH:5][C:4]([N:14]2[CH2:18][C@H:17]([CH2:19][N:20]3[CH:24]=[C:23]([CH3:25])[N:22]=[N:21]3)[O:16][C:15]2=[O:26])=[CH:3][C:2]=1[F:1])#[CH:9], predict the reactants needed to synthesize it. The reactants are: [F:1][C:2]1[CH:3]=[C:4]([N:14]2[CH2:18][C@H:17]([CH2:19][N:20]3[CH:24]=[C:23]([CH3:25])[N:22]=[N:21]3)[O:16][C:15]2=[O:26])[CH:5]=[CH:6][C:7]=1[C:8]#[C:9][Si](C)(C)C.[OH-].[K+].Cl. (3) Given the product [O:11]1[C:7]2[CH:6]=[C:5]([C:3]([OH:4])=[O:2])[CH:23]=[CH:22][C:8]=2[N:9]=[CH:10]1, predict the reactants needed to synthesize it. The reactants are: C[O:2][C:3]([C:5]1[CH:23]=[CH:22][C:8]2[N:9]=[C:10](COC3C=CC(Cl)=CC=3Cl)[O:11][C:7]=2[CH:6]=1)=[O:4].[Br-].[Al+3].[Br-].[Br-].O.Cl. (4) The reactants are: [Cl:1][C:2]1[CH:28]=[CH:27][C:5]([CH2:6][N:7]2[C:15]3[C:10](=[CH:11][CH:12]=[CH:13][CH:14]=3)[CH:9]=[C:8]2[C:16]([N:18]2[CH2:23][CH2:22][CH:21]([C:24](O)=[O:25])[CH2:20][CH2:19]2)=[O:17])=[CH:4][CH:3]=1.Cl.C(N=C=NCCCN(C)C)C.N1(O)C2C=CC=CC=2N=N1.[Cl:51][C:52]1[CH:57]=[CH:56][C:55]([CH2:58][CH2:59][NH2:60])=[CH:54][CH:53]=1.C(N(C(C)C)C(C)C)C. Given the product [Cl:1][C:2]1[CH:28]=[CH:27][C:5]([CH2:6][N:7]2[C:15]3[C:10](=[CH:11][CH:12]=[CH:13][CH:14]=3)[CH:9]=[C:8]2[C:16]([N:18]2[CH2:23][CH2:22][CH:21]([C:24]([NH:60][CH2:59][CH2:58][C:55]3[CH:56]=[CH:57][C:52]([Cl:51])=[CH:53][CH:54]=3)=[O:25])[CH2:20][CH2:19]2)=[O:17])=[CH:4][CH:3]=1, predict the reactants needed to synthesize it. (5) Given the product [F:1][C:2]1[CH:7]=[C:6]([F:8])[CH:5]=[CH:4][C:3]=1[C:9]1[N:10]2[C:15]([CH:16]=[CH:17][CH:18]=1)=[C:14]([C:19]1[CH:20]=[C:47]([C:46]3[O:45][CH:38]=[N:36][N:37]=3)[CH:25]=[CH:26][C:27]=1[F:28])[C:13](=[O:29])[CH:12]=[CH:11]2, predict the reactants needed to synthesize it. The reactants are: [F:1][C:2]1[CH:7]=[C:6]([F:8])[CH:5]=[CH:4][C:3]=1[C:9]1[N:10]2[C:15]([CH:16]=[CH:17][CH:18]=1)=[C:14]([C:19]1[CH:20]=C([CH:25]=[CH:26][C:27]=1[F:28])C(O)=O)[C:13](=[O:29])[CH:12]=[CH:11]2.C(Cl)(=O)C(Cl)=O.[NH2:36][NH2:37].[CH:38]([O:45][CH2:46][CH3:47])(OCC)OCC. (6) Given the product [Br:15][C:16]1[CH:21]=[CH:20][C:19]([C@:22]2([C:23]([O:25][CH3:26])=[O:24])[CH2:8][C:7]2([C:1]2[CH:6]=[CH:5][CH:4]=[CH:3][CH:2]=2)[C:9]2[CH:14]=[CH:13][CH:12]=[CH:11][CH:10]=2)=[CH:18][CH:17]=1, predict the reactants needed to synthesize it. The reactants are: [C:1]1([C:7]([C:9]2[CH:14]=[CH:13][CH:12]=[CH:11][CH:10]=2)=[CH2:8])[CH:6]=[CH:5][CH:4]=[CH:3][CH:2]=1.[Br:15][C:16]1[CH:21]=[CH:20][C:19]([C:22](=[N+]=[N-])[C:23]([O:25][CH3:26])=[O:24])=[CH:18][CH:17]=1. (7) Given the product [CH3:18][C:17]1[CH:16]=[CH:15][N:14]=[CH:13][C:12]=1[N:6]1[CH2:7][CH2:8][C:9]2[S:1][CH:2]=[CH:3][C:4]=2[C:5]1=[O:10], predict the reactants needed to synthesize it. The reactants are: [S:1]1[C:9]2[CH2:8][CH2:7][NH:6][C:5](=[O:10])[C:4]=2[CH:3]=[CH:2]1.I[C:12]1[CH:13]=[N:14][CH:15]=[CH:16][C:17]=1[CH3:18].P([O-])([O-])([O-])=O.[K+].[K+].[K+]. (8) Given the product [Cl:1][C:2]1[CH:3]=[C:4]([C:12]2[O:16][N:15]=[C:14]([C:17]3[CH:18]=[CH:19][CH:20]=[C:21]4[C:25]=3[N:24]([CH3:26])[CH:23]=[C:22]4[CH2:27][C@@H:28]([CH3:33])[C:29]([OH:31])=[O:30])[N:13]=2)[CH:5]=[CH:6][C:7]=1[O:8][CH:9]([CH3:10])[CH3:11], predict the reactants needed to synthesize it. The reactants are: [Cl:1][C:2]1[CH:3]=[C:4]([C:12]2[O:16][N:15]=[C:14]([C:17]3[CH:18]=[CH:19][CH:20]=[C:21]4[C:25]=3[N:24]([CH3:26])[CH:23]=[C:22]4[CH2:27][C@@H:28]([CH3:33])[C:29]([O:31]C)=[O:30])[N:13]=2)[CH:5]=[CH:6][C:7]=1[O:8][CH:9]([CH3:11])[CH3:10].[OH-].[Na+].Cl. (9) Given the product [CH2:6]([NH:13][C@H:14]([CH3:17])[CH2:15][O:16][CH2:2][C:3]([Cl:5])=[O:4])[C:7]1[CH:12]=[CH:11][CH:10]=[CH:9][CH:8]=1, predict the reactants needed to synthesize it. The reactants are: Cl[CH2:2][C:3]([Cl:5])=[O:4].[CH2:6]([NH:13][C@H:14]([CH3:17])[CH2:15][OH:16])[C:7]1[CH:12]=[CH:11][CH:10]=[CH:9][CH:8]=1.C(N(CC)CC)C.